Dataset: NCI-60 drug combinations with 297,098 pairs across 59 cell lines. Task: Regression. Given two drug SMILES strings and cell line genomic features, predict the synergy score measuring deviation from expected non-interaction effect. (1) Drug 2: CC1=C(C(CCC1)(C)C)C=CC(=CC=CC(=CC(=O)O)C)C. Cell line: SW-620. Drug 1: C1CCC(C1)C(CC#N)N2C=C(C=N2)C3=C4C=CNC4=NC=N3. Synergy scores: CSS=3.99, Synergy_ZIP=0.874, Synergy_Bliss=1.13, Synergy_Loewe=-4.09, Synergy_HSA=-3.89. (2) Drug 1: COC1=CC(=CC(=C1O)OC)C2C3C(COC3=O)C(C4=CC5=C(C=C24)OCO5)OC6C(C(C7C(O6)COC(O7)C8=CC=CS8)O)O. Drug 2: C1CN(P(=O)(OC1)NCCCl)CCCl. Cell line: SW-620. Synergy scores: CSS=22.1, Synergy_ZIP=-3.84, Synergy_Bliss=-5.32, Synergy_Loewe=-33.8, Synergy_HSA=-5.18. (3) Cell line: U251. Synergy scores: CSS=-0.488, Synergy_ZIP=-1.22, Synergy_Bliss=-4.42, Synergy_Loewe=-7.10, Synergy_HSA=-4.26. Drug 1: C1CCC(C1)C(CC#N)N2C=C(C=N2)C3=C4C=CNC4=NC=N3. Drug 2: CCN(CC)CCNC(=O)C1=C(NC(=C1C)C=C2C3=C(C=CC(=C3)F)NC2=O)C. (4) Drug 1: CC12CCC(CC1=CCC3C2CCC4(C3CC=C4C5=CN=CC=C5)C)O. Drug 2: CCN(CC)CCCC(C)NC1=C2C=C(C=CC2=NC3=C1C=CC(=C3)Cl)OC. Cell line: SF-539. Synergy scores: CSS=27.9, Synergy_ZIP=0.136, Synergy_Bliss=2.65, Synergy_Loewe=-1.42, Synergy_HSA=2.66.